Predict the reactants needed to synthesize the given product. From a dataset of Full USPTO retrosynthesis dataset with 1.9M reactions from patents (1976-2016). (1) Given the product [Cl:38][C:36]1[N:37]=[C:33]([C:26](=[O:27])[CH2:25][CH2:24][CH2:23][CH2:22][N:10]2[C:9]([C:5]3[CH:4]=[C:3]([CH:8]=[CH:7][CH:6]=3)[C:1]#[N:2])=[C:17]3[C:12]([N:13]([CH3:21])[C:14](=[O:20])[N:15]([CH3:19])[C:16]3=[O:18])=[CH:11]2)[S:34][CH:35]=1, predict the reactants needed to synthesize it. The reactants are: [C:1]([C:3]1[CH:4]=[C:5]([C:9]2[N:10]([CH2:22][CH2:23][CH2:24][CH2:25][C:26](N(OC)C)=[O:27])[CH:11]=[C:12]3[C:17]=2[C:16](=[O:18])[N:15]([CH3:19])[C:14](=[O:20])[N:13]3[CH3:21])[CH:6]=[CH:7][CH:8]=1)#[N:2].Br[C:33]1[S:34][CH:35]=[C:36]([Cl:38])[N:37]=1. (2) Given the product [CH:1]1[C:10]2[C:5](=[CH:6][CH:7]=[CH:8][CH:9]=2)[CH:4]=[CH:3][C:2]=1[CH2:11][CH2:12][CH2:13][C:14]1[O:18][N:17]=[C:16]([C:19]([OH:21])=[O:20])[CH:15]=1, predict the reactants needed to synthesize it. The reactants are: [CH:1]1[C:10]2[C:5](=[CH:6][CH:7]=[CH:8][CH:9]=2)[CH:4]=[CH:3][C:2]=1[CH2:11][CH2:12][CH2:13][C:14]1[O:18][N:17]=[C:16]([C:19]([O:21]CC)=[O:20])[CH:15]=1.O.[OH-].[K+]. (3) Given the product [CH:1]1([C@H:5]([NH:7][C:8]2[N:16]=[C:15]([C:17]#[N:18])[N:14]=[C:13]3[C:9]=2[N:10]([CH2:26][C@H:27]2[CH2:32][CH2:31][C@H:30]([CH3:33])[CH2:29][CH2:28]2)[C:11]([S:19]([C:20]2[CH:25]=[CH:24][CH:23]=[CH:22][CH:21]=2)=[O:42])=[N:12]3)[CH3:6])[CH2:2][CH2:3][CH2:4]1, predict the reactants needed to synthesize it. The reactants are: [CH:1]1([C@H:5]([NH:7][C:8]2[N:16]=[C:15]([C:17]#[N:18])[N:14]=[C:13]3[C:9]=2[N:10]([CH2:26][C@H:27]2[CH2:32][CH2:31][C@H:30]([CH3:33])[CH2:29][CH2:28]2)[C:11]([S:19][C:20]2[CH:25]=[CH:24][CH:23]=[CH:22][CH:21]=2)=[N:12]3)[CH3:6])[CH2:4][CH2:3][CH2:2]1.C1C=C(Cl)C=C(C(OO)=[O:42])C=1. (4) Given the product [CH3:2][O:3][C:4](=[O:38])[C@@H:5]([NH:10][C:11]([N:13]1[CH2:19][CH:18]([OH:20])[C@@H:17]([NH:21][C:22](=[O:36])[C@@H:23]([NH2:28])[CH2:24][CH:25]([CH3:26])[CH3:27])[CH2:16][CH2:15][C@H:14]1[CH3:37])=[O:12])[CH2:6][CH:7]([CH3:9])[CH3:8], predict the reactants needed to synthesize it. The reactants are: Cl.[CH3:2][O:3][C:4](=[O:38])[C@@H:5]([NH:10][C:11]([N:13]1[CH2:19][CH:18]([OH:20])[C@@H:17]([NH:21][C:22](=[O:36])[C@@H:23]([NH:28]C(OC(C)(C)C)=O)[CH2:24][CH:25]([CH3:27])[CH3:26])[CH2:16][CH2:15][C@H:14]1[CH3:37])=[O:12])[CH2:6][CH:7]([CH3:9])[CH3:8].